Dataset: Forward reaction prediction with 1.9M reactions from USPTO patents (1976-2016). Task: Predict the product of the given reaction. (1) Given the reactants [OH:1][C:2]1([C:17]#[C:18]/[C:19](/[CH3:26])=[CH:20]\[C:21]([O:23][CH2:24][CH3:25])=[O:22])[C:14]2([CH3:15])[CH:12]([CH2:13]2)[C:5]2(OC(C)C(C)[O:6]2)[CH:4]=[C:3]1[CH3:16].O, predict the reaction product. The product is: [OH:1][C:2]1([C:17]#[C:18]/[C:19](/[CH3:26])=[CH:20]\[C:21]([O:23][CH2:24][CH3:25])=[O:22])[C:3]([CH3:16])=[CH:4][C:5](=[O:6])[CH:12]2[C:14]1([CH3:15])[CH2:13]2. (2) Given the reactants CO[C:3]1[CH:8]=[CH:7][C:6]([NH:9][C:10]([CH2:12][NH:13]C(=O)OC(C)(C)C)=[O:11])=[CH:5][CH:4]=1, predict the reaction product. The product is: [NH2:13][CH2:12][C:10]([NH:9][C:6]1[CH:7]=[CH:8][CH:3]=[CH:4][CH:5]=1)=[O:11]. (3) Given the reactants Cl.[NH2:2][CH2:3][C:4]1[CH:5]=[C:6]2[C:10](=[CH:11][CH:12]=1)[C:9](=[O:13])[N:8]([CH:14]1[CH2:19][CH2:18][C:17](=[O:20])[NH:16][C:15]1=[O:21])[CH2:7]2.[C:22]([N:26]=[C:27]=[O:28])([CH3:25])([CH3:24])[CH3:23].C(N(CC)CC)C.O, predict the reaction product. The product is: [C:22]([NH:26][C:27]([NH:2][CH2:3][C:4]1[CH:5]=[C:6]2[C:10](=[CH:11][CH:12]=1)[C:9](=[O:13])[N:8]([CH:14]1[CH2:19][CH2:18][C:17](=[O:20])[NH:16][C:15]1=[O:21])[CH2:7]2)=[O:28])([CH3:25])([CH3:24])[CH3:23]. (4) Given the reactants C([O:8][C:9]1[C:14]2[N:15]([CH2:19][CH2:20][O:21][CH3:22])[C:16]([CH3:18])=[N:17][C:13]=2[CH:12]=[C:11]([C:23]([N:25]([CH3:27])[CH3:26])=[O:24])[CH:10]=1)C1C=CC=CC=1, predict the reaction product. The product is: [OH:8][C:9]1[C:14]2[N:15]([CH2:19][CH2:20][O:21][CH3:22])[C:16]([CH3:18])=[N:17][C:13]=2[CH:12]=[C:11]([C:23]([N:25]([CH3:27])[CH3:26])=[O:24])[CH:10]=1.